From a dataset of Reaction yield outcomes from USPTO patents with 853,638 reactions. Predict the reaction yield, written as a fraction of the theoretical maximum amount of product (1.0 means a 100% yield; for example, 0.34 means a 34% yield). (1) The reactants are C([O:3][C:4]([C:6]1[C:7]([C:12]2[CH:17]=[CH:16][C:15]([CH3:18])=[CH:14][C:13]=2[Cl:19])=[CH:8][CH:9]=[CH:10][CH:11]=1)=[O:5])C.[OH-].[Na+]. The catalyst is C(O)C. The product is [Cl:19][C:13]1[CH:14]=[C:15]([CH3:18])[CH:16]=[CH:17][C:12]=1[C:7]1[C:6]([C:4]([OH:5])=[O:3])=[CH:11][CH:10]=[CH:9][CH:8]=1. The yield is 0.850. (2) The reactants are Cl[C:2]1[N:7]=[C:6]([NH:8][C:9]2[CH:14]=[CH:13][CH:12]=[CH:11][C:10]=2[O:15][CH3:16])[C:5]([N+:17]([O-])=O)=[CH:4][CH:3]=1.ClC1C([N+]([O-])=O)=CC=C(Cl)N=1.C[O:32][C:33]1[C:34](N)=[CH:35][CH:36]=[CH:37][CH:38]=1.C(NC(C)C)(C)C.[O:47]1CCC[CH2:48]1. No catalyst specified. The product is [OH:32][C:33]1[CH:34]=[C:35]([C:2]2[N:7]=[C:6]3[N:8]([C:9]4[CH:14]=[CH:13][CH:12]=[CH:11][C:10]=4[O:15][CH3:16])[C:48](=[O:47])[NH:17][C:5]3=[CH:4][CH:3]=2)[CH:36]=[CH:37][CH:38]=1. The yield is 0.810. (3) The reactants are [Cl:1][C:2]1[N:3]=[CH:4][N:5]([C:7]2[CH:12]=[CH:11][C:10]([NH:13][C:14]3[N:15]=[C:16]([N:29]4[CH2:37][CH2:36][C:31]5(OCC[O:32]5)[CH2:30]4)[C:17]4[CH2:22][CH2:21][CH:20]([C:23]5[CH:28]=[CH:27][CH:26]=[CH:25][CH:24]=5)[C:18]=4[N:19]=3)=[CH:9][C:8]=2[O:38][CH3:39])[CH:6]=1.Cl.CC(C)=O. The catalyst is C1COCC1. The product is [Cl:1][C:2]1[N:3]=[CH:4][N:5]([C:7]2[CH:12]=[CH:11][C:10]([NH:13][C:14]3[N:15]=[C:16]([N:29]4[CH2:37][CH2:36][C:31](=[O:32])[CH2:30]4)[C:17]4[CH2:22][CH2:21][CH:20]([C:23]5[CH:28]=[CH:27][CH:26]=[CH:25][CH:24]=5)[C:18]=4[N:19]=3)=[CH:9][C:8]=2[O:38][CH3:39])[CH:6]=1. The yield is 0.0529. (4) The yield is 0.680. The catalyst is C(OCC)(=O)C.O.O1CCCC1.C(#N)C.[Os]=O.CC(C)=O. The reactants are [O:1]=[C:2]1[C:7]([CH2:8][C:9]2[CH:14]=[CH:13][C:12]([C:15]3[C:16]([C:21]#[N:22])=[CH:17][CH:18]=[CH:19][CH:20]=3)=[CH:11][CH:10]=2)=[C:6]([CH2:23][CH2:24][CH3:25])[N:5]2[N:26]=[CH:27][N:28]=[C:4]2[N:3]1[CH:29]1[CH2:34][CH2:33][CH:32]([O:35][CH2:36][CH:37]=[CH2:38])[CH2:31][CH2:30]1.I([O-])(=O)(=O)=[O:40].[Na+].C[Mg]Br.[Cl-].[NH4+].C(=O)([O-])O.[Na+].S([O-])([O-])(=O)=S.[Na+].[Na+]. The product is [O:1]=[C:2]1[C:7]([CH2:8][C:9]2[CH:10]=[CH:11][C:12]([C:15]3[C:16]([C:21]#[N:22])=[CH:17][CH:18]=[CH:19][CH:20]=3)=[CH:13][CH:14]=2)=[C:6]([CH2:23][CH2:24][CH3:25])[N:5]2[N:26]=[CH:27][N:28]=[C:4]2[N:3]1[CH:29]1[CH2:30][CH2:31][CH:32]([O:35][CH2:36][C:37](=[O:40])[CH3:38])[CH2:33][CH2:34]1. (5) The catalyst is [Pd]. The yield is 0.890. The product is [NH:8]1[CH2:13][CH2:12][O:11][CH2:10][CH:9]1[CH2:14][CH:15]([C:21]([O:23][CH2:24][CH3:25])=[O:22])[C:16]([O:18][CH2:19][CH3:20])=[O:17]. The reactants are C([N:8]1[CH2:13][CH2:12][O:11][CH2:10][CH:9]1[CH2:14][CH:15]([C:21]([O:23][CH2:24][CH3:25])=[O:22])[C:16]([O:18][CH2:19][CH3:20])=[O:17])C1C=CC=CC=1. (6) The reactants are [F:1][C:2]1[CH:20]=[CH:19][C:5]([CH2:6][NH:7][C@@H:8]2[C@H:13]3[CH2:14][C@H:10]([CH2:11][CH2:12]3)[C@@H:9]2[C:15](OC)=[O:16])=[CH:4][CH:3]=1.[CH3:21][S:22]([NH:25][C:26]1[CH:41]=[CH:40][C:29]2[NH:30][C:31]([CH2:36][C:37](O)=[O:38])=[N:32][S:33](=[O:35])(=[O:34])[C:28]=2[CH:27]=1)(=[O:24])=[O:23].CN1CCOCC1.Cl.CN(C)CCCN=C=NCC.C(N(CC)CC)C. The catalyst is CN(C)C=O.C(OCC)(=O)C.CO. The product is [F:1][C:2]1[CH:3]=[CH:4][C:5]([CH2:6][N:7]2[C:37](=[O:38])[C:36]([C:31]3[NH:30][C:29]4[CH:40]=[CH:41][C:26]([NH:25][S:22]([CH3:21])(=[O:24])=[O:23])=[CH:27][C:28]=4[S:33](=[O:35])(=[O:34])[N:32]=3)=[C:15]([OH:16])[C@@H:9]3[C@H:8]2[C@H:13]2[CH2:14][C@@H:10]3[CH2:11][CH2:12]2)=[CH:19][CH:20]=1. The yield is 0.460. (7) The reactants are [Cl:1][C:2]1[CH:3]=[CH:4][CH:5]=[C:6]2[C:11]=1[O:10][C:9](=[O:12])[CH:8]=[CH:7]2.CC(O[K])=O.[Br:18]Br.O. The catalyst is CC(O)=O. The product is [Br:18][C:8]1[C:9](=[O:12])[O:10][C:11]2[C:6]([CH:7]=1)=[CH:5][CH:4]=[CH:3][C:2]=2[Cl:1]. The yield is 0.450. (8) The reactants are Cl[S:2]([C:5]1[CH:6]=[C:7]([CH:11]=[CH:12][CH:13]=1)[C:8]([OH:10])=[O:9])(=[O:4])=[O:3].[CH2:14]([NH2:17])[CH:15]=[CH2:16].[OH-].[Na+]. The catalyst is C1COCC1.Cl. The product is [CH2:14]([NH:17][S:2]([C:5]1[CH:6]=[C:7]([CH:11]=[CH:12][CH:13]=1)[C:8]([OH:10])=[O:9])(=[O:4])=[O:3])[CH:15]=[CH2:16]. The yield is 0.950.